This data is from Full USPTO retrosynthesis dataset with 1.9M reactions from patents (1976-2016). The task is: Predict the reactants needed to synthesize the given product. Given the product [CH3:13][O:12][C:10](=[O:11])[CH2:9][CH:4]1[CH2:5][CH2:6][CH2:7][CH2:8][CH:2]([NH:1][C:26]([C:25]2[C:21]([C:20]3[C:19]([F:30])=[CH:18][CH:17]=[CH:16][C:15]=3[Cl:14])=[N:22][O:23][C:24]=2[CH3:29])=[O:27])[CH2:3]1, predict the reactants needed to synthesize it. The reactants are: [NH2:1][CH:2]1[CH2:8][CH2:7][CH2:6][CH2:5][CH:4]([CH2:9][C:10]([O:12][CH3:13])=[O:11])[CH2:3]1.[Cl:14][C:15]1[C:20]([C:21]2[C:25]([C:26](Cl)=[O:27])=[C:24]([CH3:29])[O:23][N:22]=2)=[C:19]([F:30])[CH:18]=[CH:17][CH:16]=1.C(N(CC)CC)C.